Dataset: Reaction yield outcomes from USPTO patents with 853,638 reactions. Task: Predict the reaction yield, written as a fraction of the theoretical maximum amount of product (1.0 means a 100% yield; for example, 0.34 means a 34% yield). (1) The reactants are C(Cl)(=O)C(Cl)=O.[CH3:7][S:8]([C:11]1[CH:19]=[CH:18][CH:17]=[CH:16][C:12]=1[C:13]([OH:15])=O)(=[O:10])=[O:9].[Cl:20][C:21]1[CH:22]=[C:23]([CH:37]=[CH:38][C:39]=1[Cl:40])[O:24][CH:25]1[CH2:30][CH2:29][N:28]([CH:31]2[CH2:36][CH2:35][NH:34][CH2:33][CH2:32]2)[CH2:27][CH2:26]1.C(N(CC)CC)C. The catalyst is C(Cl)Cl.CN(C=O)C. The product is [Cl:20][C:21]1[CH:22]=[C:23]([CH:37]=[CH:38][C:39]=1[Cl:40])[O:24][CH:25]1[CH2:26][CH2:27][N:28]([CH:31]2[CH2:32][CH2:33][N:34]([C:13]([C:12]3[CH:16]=[CH:17][CH:18]=[CH:19][C:11]=3[S:8]([CH3:7])(=[O:9])=[O:10])=[O:15])[CH2:35][CH2:36]2)[CH2:29][CH2:30]1. The yield is 0.760. (2) The reactants are [NH2:1][C:2]1[CH:7]=[CH:6][CH:5]=[CH:4][CH:3]=1.[C:8](#[N:11])[CH:9]=[CH2:10]. No catalyst specified. The product is [C:2]1([NH:1][CH2:10][CH2:9][C:8]#[N:11])[CH:7]=[CH:6][CH:5]=[CH:4][CH:3]=1. The yield is 0.784. (3) The reactants are C1(CO[C:9]([NH:11][C@H:12]([C:17]([NH:19][C@H:20]([CH2:25][OH:26])[CH2:21][CH2:22][CH2:23][CH3:24])=[O:18])[CH2:13][CH:14]([CH3:16])[CH3:15])=[O:10])C=CC=CC=1.C(N(CC)CC)C.[N:34]1(C(Cl)=O)[CH2:39][CH2:38][O:37][CH2:36][CH2:35]1. The catalyst is CO.C(Cl)Cl.[C].[Pd]. The product is [N:34]1([C:9]([NH:11][C@H:12]([C:17]([NH:19][C@H:20]([CH2:25][OH:26])[CH2:21][CH2:22][CH2:23][CH3:24])=[O:18])[CH2:13][CH:14]([CH3:15])[CH3:16])=[O:10])[CH2:39][CH2:38][O:37][CH2:36][CH2:35]1. The yield is 0.710. (4) The reactants are F[C:2]1[N:7]2[CH:8]=[C:9]([CH2:11][N:12]([C@@H:23]([C:25]3[CH:30]=[CH:29][C:28]([O:31][CH3:32])=[CH:27][CH:26]=3)[CH3:24])[C@H:13]3[C:22]4[N:21]=[CH:20][CH:19]=[CH:18][C:17]=4[CH2:16][CH2:15][CH2:14]3)[N:10]=[C:6]2[CH:5]=[CH:4][CH:3]=1.[CH3:33][N:34]1[CH2:39][CH2:38][NH:37][CH2:36][CH2:35]1. The product is [CH3:32][O:31][C:28]1[CH:29]=[CH:30][C:25]([C@H:23]([N:12]([CH2:11][C:9]2[N:10]=[C:6]3[CH:5]=[CH:4][CH:3]=[C:2]([N:37]4[CH2:38][CH2:39][N:34]([CH3:33])[CH2:35][CH2:36]4)[N:7]3[CH:8]=2)[C@H:13]2[C:22]3[N:21]=[CH:20][CH:19]=[CH:18][C:17]=3[CH2:16][CH2:15][CH2:14]2)[CH3:24])=[CH:26][CH:27]=1. The yield is 1.00. The catalyst is ClCCl.